This data is from Reaction yield outcomes from USPTO patents with 853,638 reactions. The task is: Predict the reaction yield, written as a fraction of the theoretical maximum amount of product (1.0 means a 100% yield; for example, 0.34 means a 34% yield). (1) The reactants are [OH:1][C:2]1[CH:7]=[C:6]([CH3:8])[C:5]([NH:9][CH:10]=[O:11])=[C:4]([CH3:12])[C:3]=1[CH3:13].[H-].[Na+].Br[CH2:17]/[CH:18]=[CH:19]/[C:20]1[CH:25]=[CH:24][C:23]([CH:26]([CH3:28])[CH3:27])=[CH:22][CH:21]=1.O. The catalyst is CN(C)C=O. The product is [CH:26]([C:23]1[CH:22]=[CH:21][C:20](/[CH:19]=[CH:18]/[CH2:17][O:1][C:2]2[CH:7]=[C:6]([CH3:8])[C:5]([NH:9][CH:10]=[O:11])=[C:4]([CH3:12])[C:3]=2[CH3:13])=[CH:25][CH:24]=1)([CH3:28])[CH3:27]. The yield is 0.590. (2) The reactants are [C:1]([O:5][C:6](=[O:33])[CH2:7][O:8][C:9]1[C:14]([CH3:15])=[CH:13][C:12]([C:16]2[O:17][C:18]3[N:19]=[C:20](S(C)(=O)=O)[N:21]=[C:22]([CH2:25][CH2:26][CH3:27])[C:23]=3[N:24]=2)=[CH:11][C:10]=1[CH3:32])([CH3:4])([CH3:3])[CH3:2].[Cl:34][C:35]1[CH:36]=[C:37]([OH:41])[CH:38]=[CH:39][CH:40]=1. No catalyst specified. The product is [Cl:34][C:35]1[CH:36]=[C:37]([CH:38]=[CH:39][CH:40]=1)[O:41][C:20]1[N:21]=[C:22]([CH2:25][CH2:26][CH3:27])[C:23]2[N:24]=[C:16]([C:12]3[CH:13]=[C:14]([CH3:15])[C:9]([O:8][CH2:7][C:6]([O:5][C:1]([CH3:4])([CH3:3])[CH3:2])=[O:33])=[C:10]([CH3:32])[CH:11]=3)[O:17][C:18]=2[N:19]=1. The yield is 1.00. (3) The catalyst is C(OCC)(=O)C. The yield is 0.950. The reactants are [F:1][C:2]([F:11])([F:10])[C:3]1[CH:9]=[CH:8][C:6]([NH2:7])=[CH:5][CH:4]=1.[CH3:12][C:13]([CH3:17])(O)[C:14]#[N:15].S([O-])([O-])(=O)=O.[Mg+2]. The product is [CH3:12][C:13]([NH:7][C:6]1[CH:8]=[CH:9][C:3]([C:2]([F:10])([F:11])[F:1])=[CH:4][CH:5]=1)([CH3:17])[C:14]#[N:15]. (4) The reactants are [C:1](Cl)(=[O:3])[CH3:2].[NH2:5][C:6]1[CH:7]=[C:8]([C:12]2[CH:17]=[CH:16][C:15]([C:18]([F:28])([CH3:27])[CH2:19][NH:20][S:21]([CH:24]([CH3:26])[CH3:25])(=[O:23])=[O:22])=[CH:14][CH:13]=2)[CH:9]=[CH:10][CH:11]=1.C(N(CC)CC)C.O. The catalyst is C1COCC1. The product is [F:28][C:18]([C:15]1[CH:16]=[CH:17][C:12]([C:8]2[CH:7]=[C:6]([NH:5][C:1](=[O:3])[CH3:2])[CH:11]=[CH:10][CH:9]=2)=[CH:13][CH:14]=1)([CH3:27])[CH2:19][NH:20][S:21]([CH:24]([CH3:25])[CH3:26])(=[O:23])=[O:22]. The yield is 0.540. (5) The catalyst is C1COCC1. The reactants are [Br:1][C:2]1[CH:7]=[CH:6][C:5]([C:8]([CH3:19])([C:14](OCC)=[O:15])[C:9](OCC)=[O:10])=[CH:4][CH:3]=1.[H-].[Al+3].[Li+].[H-].[H-].[H-]. The product is [Br:1][C:2]1[CH:3]=[CH:4][C:5]([C:8]([CH3:19])([CH2:14][OH:15])[CH2:9][OH:10])=[CH:6][CH:7]=1. The yield is 0.790. (6) The reactants are [F:1][C:2]1[C:11]2[C:6](=[CH:7][CH:8]=[CH:9][CH:10]=2)[C:5](F)=[C:4](F)[C:3]=1[F:14].FC1(F)C2C(=CC=CC=2)C=CC1(F)F.[NH4+].[OH-]. The catalyst is C1COCC1.[Zn]. The product is [F:1][C:2]1[C:11]2[C:6](=[CH:7][CH:8]=[CH:9][CH:10]=2)[CH:5]=[CH:4][C:3]=1[F:14]. The yield is 0.950.